This data is from Forward reaction prediction with 1.9M reactions from USPTO patents (1976-2016). The task is: Predict the product of the given reaction. (1) Given the reactants C([O:8][C:9]1[C:14]([CH2:15][N:16]2[CH2:25][CH2:24][C:23]3[C:18](=[C:19]([Cl:34])[C:20]([C:27](=[N+]=[N-])[C:28]([O:30][CH3:31])=[O:29])=[CH:21][C:22]=3[Cl:26])[C:17]2=[O:35])=[C:13]([CH3:36])[CH:12]=[C:11]([CH3:37])[N:10]=1)C1C=CC=CC=1.[BrH:38], predict the reaction product. The product is: [Br:38][CH:27]([C:20]1[C:19]([Cl:34])=[C:18]2[C:23]([CH2:24][CH2:25][N:16]([CH2:15][C:14]3[C:9](=[O:8])[NH:10][C:11]([CH3:37])=[CH:12][C:13]=3[CH3:36])[C:17]2=[O:35])=[C:22]([Cl:26])[CH:21]=1)[C:28]([O:30][CH3:31])=[O:29]. (2) The product is: [N:1]1[CH:6]=[CH:5][CH:4]=[CH:3][C:2]=1[CH2:7][N:8]([CH2:16][C:17]1[CH:18]=[C:19]([CH2:40][CH2:41][C:42]([O:44][CH3:48])=[O:43])[CH:20]=[C:21]([CH2:24][N:25]([CH2:26][C:27]2[CH:32]=[CH:31][CH:30]=[CH:29][N:28]=2)[CH2:33][C:34]2[CH:39]=[CH:38][CH:37]=[CH:36][N:35]=2)[C:22]=1[OH:23])[CH2:9][C:10]1[CH:15]=[CH:14][CH:13]=[CH:12][N:11]=1.[N:1]1[CH:6]=[CH:5][CH:4]=[CH:3][C:2]=1[CH2:7][N:8]([CH2:16][C:17]1[CH:18]=[C:19]([CH2:40][CH2:41][C:42]([OH:44])=[O:43])[CH:20]=[C:21]([CH2:24][N:25]([CH2:26][C:27]2[CH:32]=[CH:31][CH:30]=[CH:29][N:28]=2)[CH2:33][C:34]2[CH:39]=[CH:38][CH:37]=[CH:36][N:35]=2)[C:22]=1[OH:23])[CH2:9][C:10]1[CH:15]=[CH:14][CH:13]=[CH:12][N:11]=1. Given the reactants [N:1]1[CH:6]=[CH:5][CH:4]=[CH:3][C:2]=1[CH2:7][N:8]([CH2:16][C:17]1[CH:18]=[C:19]([CH2:40][CH2:41][C:42]([OH:44])=[O:43])[CH:20]=[C:21]([CH2:24][N:25]([CH2:33][C:34]2[CH:39]=[CH:38][CH:37]=[CH:36][N:35]=2)[CH2:26][C:27]2[CH:32]=[CH:31][CH:30]=[CH:29][N:28]=2)[C:22]=1[OH:23])[CH2:9][C:10]1[CH:15]=[CH:14][CH:13]=[CH:12][N:11]=1.C=O.N1C=CC=C[C:48]=1CNCC1C=CC=CN=1.OC1C=CC(CCC(OC)=O)=CC=1.Cl.C([O-])([O-])=O.[Na+].[Na+], predict the reaction product. (3) Given the reactants [Cl:1][C:2]1[N:7]=[C:6]([CH:8]([C:13]2[C:18]([Cl:19])=[CH:17][CH:16]=[CH:15][C:14]=2[Cl:20])[C:9](=[O:12])[C:10]#[CH:11])[CH:5]=[CH:4][CH:3]=1, predict the reaction product. The product is: [Cl:1][C:2]1[N:7]2[C:6]([CH:5]=[CH:4][CH:3]=1)=[C:8]([C:13]1[C:14]([Cl:20])=[CH:15][CH:16]=[CH:17][C:18]=1[Cl:19])[C:9](=[O:12])[CH:10]=[CH:11]2.